This data is from Reaction yield outcomes from USPTO patents with 853,638 reactions. The task is: Predict the reaction yield, written as a fraction of the theoretical maximum amount of product (1.0 means a 100% yield; for example, 0.34 means a 34% yield). (1) The reactants are C(OC([N:8]([CH2:39][C:40]([O:42]C(C)(C)C)=[O:41])[C:9]1[CH:14]=[CH:13][CH:12]=[C:11]([CH:15]([S:29]([C:32]2[CH:37]=[CH:36][C:35]([F:38])=[CH:34][CH:33]=2)(=[O:31])=[O:30])[NH:16][CH2:17][C:18]2[CH:23]=[CH:22][C:21]([N:24]3[CH:28]=[CH:27][CH:26]=[N:25]3)=[CH:20][CH:19]=2)[N:10]=1)=O)(C)(C)C.C(OC(N(CC(OC(C)(C)C)=O)C1C=CC=C(C(CC2C=CC(N3C=CC=N3)=CC=2)NS(C2C=CC=CN=2)(=O)=O)N=1)=O)(C)(C)C. No catalyst specified. The product is [F:38][C:35]1[CH:36]=[CH:37][C:32]([S:29]([CH:15]([NH:16][CH2:17][C:18]2[CH:23]=[CH:22][C:21]([N:24]3[CH:28]=[CH:27][CH:26]=[N:25]3)=[CH:20][CH:19]=2)[C:11]2[N:10]=[C:9]([NH:8][CH2:39][C:40]([OH:42])=[O:41])[CH:14]=[CH:13][CH:12]=2)(=[O:30])=[O:31])=[CH:33][CH:34]=1. The yield is 0.860. (2) The reactants are [Cl:1][C:2]1[CH:9]=[CH:8][CH:7]=[C:6](F)[C:3]=1[CH:4]=[O:5].[NH:11]1[CH2:15][CH2:14][CH2:13][CH2:12]1.C(=O)([O-])[O-].[K+].[K+].CS(C)=O. The catalyst is O. The product is [Cl:1][C:2]1[CH:9]=[CH:8][CH:7]=[C:6]([N:11]2[CH2:15][CH2:14][CH2:13][CH2:12]2)[C:3]=1[CH:4]=[O:5]. The yield is 0.530. (3) The reactants are Cl[C:2]1[CH:8]=[CH:7][C:5]([NH2:6])=[CH:4][C:3]=1[N+:9]([O-:11])=[O:10].[CH2:12]([O:19][C:20]1[CH:25]=[CH:24][C:23]([OH:26])=[CH:22][CH:21]=1)[C:13]1[CH:18]=[CH:17][CH:16]=[CH:15][CH:14]=1.[OH-].[K+].C(OCC)(=O)C. The catalyst is CN(C)C=O. The product is [CH2:12]([O:19][C:20]1[CH:21]=[CH:22][C:23]([O:26][C:2]2[CH:8]=[CH:7][C:5]([NH2:6])=[CH:4][C:3]=2[N+:9]([O-:11])=[O:10])=[CH:24][CH:25]=1)[C:13]1[CH:14]=[CH:15][CH:16]=[CH:17][CH:18]=1. The yield is 0.530. (4) The reactants are [H-].[Na+].[CH2:3]([C@@:6]1([C:28]2[CH:33]=[CH:32][C:31]([F:34])=[CH:30][CH:29]=2)[O:11][C:10](=[O:12])[N:9]([C@H:13]([C:15]2[CH:20]=[CH:19][C:18]([C:21]3[CH:26]=[CH:25][C:24](=[O:27])[NH:23][CH:22]=3)=[CH:17][CH:16]=2)[CH3:14])[CH2:8][CH2:7]1)[CH:4]=[CH2:5].[CH3:35]I. The catalyst is C1COCC1. The product is [CH2:3]([C@@:6]1([C:28]2[CH:33]=[CH:32][C:31]([F:34])=[CH:30][CH:29]=2)[O:11][C:10](=[O:12])[N:9]([C@H:13]([C:15]2[CH:16]=[CH:17][C:18]([C:21]3[CH:26]=[CH:25][C:24](=[O:27])[N:23]([CH3:35])[CH:22]=3)=[CH:19][CH:20]=2)[CH3:14])[CH2:8][CH2:7]1)[CH:4]=[CH2:5]. The yield is 0.690.